Dataset: Catalyst prediction with 721,799 reactions and 888 catalyst types from USPTO. Task: Predict which catalyst facilitates the given reaction. (1) Reactant: [CH2:1]([C@:4]1([C:20]2[CH:25]=[CH:24][C:23]([F:26])=[CH:22][CH:21]=2)[CH2:9][CH2:8][N:7]([C@H:10]([C:12]2[CH:17]=[CH:16][C:15]([Br:18])=[CH:14][CH:13]=2)[CH3:11])[C:6](=[O:19])[CH2:5]1)[CH:2]=[CH2:3].B.C1C[O:31]CC1. Product: [Br:18][C:15]1[CH:16]=[CH:17][C:12]([C@@H:10]([N:7]2[CH2:8][CH2:9][C@@:4]([C:20]3[CH:25]=[CH:24][C:23]([F:26])=[CH:22][CH:21]=3)([CH2:1][CH2:2][CH2:3][OH:31])[CH2:5][C:6]2=[O:19])[CH3:11])=[CH:13][CH:14]=1. The catalyst class is: 1. (2) Reactant: [F:1][C:2]1[CH:3]=[C:4]([CH:7]=[CH:8][C:9]=1F)[CH:5]=[O:6].[CH3:11][C:12]1[N:13]=[CH:14][NH:15][CH:16]=1.C(=O)([O-])[O-].[K+].[K+].C(OCC)(=O)C. Product: [F:1][C:2]1[CH:3]=[C:4]([CH:7]=[CH:8][C:9]=1[N:15]1[CH:16]=[C:12]([CH3:11])[N:13]=[CH:14]1)[CH:5]=[O:6]. The catalyst class is: 3. (3) Reactant: [C:1]1([C:7]2[CH:8]=[C:9]([C:16](Cl)=[O:17])[S:10][C:11]=2[C:12]([F:15])([F:14])[F:13])[CH:6]=[CH:5][CH:4]=[CH:3][CH:2]=1.[CH3:19][N:20]1[C:24]([NH2:25])=[CH:23][C:22]([CH3:26])=[N:21]1.N1C=CC=CC=1. Product: [CH3:19][N:20]1[C:24]([NH:25][C:16]([C:9]2[S:10][C:11]([C:12]([F:15])([F:14])[F:13])=[C:7]([C:1]3[CH:6]=[CH:5][CH:4]=[CH:3][CH:2]=3)[CH:8]=2)=[O:17])=[CH:23][C:22]([CH3:26])=[N:21]1. The catalyst class is: 10. (4) Reactant: [OH:1][CH2:2][C@H:3]([NH:5][C:6](=[O:18])[C:7]1[CH:12]=[CH:11][C:10]([N+:13]([O-:15])=[O:14])=[C:9]([O:16][CH3:17])[CH:8]=1)[CH3:4].CN(C)C.[CH3:23][S:24](Cl)(=[O:26])=[O:25]. Product: [CH3:23][S:24]([O:1][CH2:2][C@H:3]([NH:5][C:6](=[O:18])[C:7]1[CH:12]=[CH:11][C:10]([N+:13]([O-:15])=[O:14])=[C:9]([O:16][CH3:17])[CH:8]=1)[CH3:4])(=[O:26])=[O:25]. The catalyst class is: 1. (5) Reactant: [Cl:1][C:2]1[C:15]([C:16]2[CH:21]=[CH:20][CH:19]=[CH:18][CH:17]=2)=[C:14](Cl)[N:5]2[N:6]=[C:7]3[C:12]([CH:11]=[C:10]([F:13])[CH:9]=[CH:8]3)=[C:4]2[N:3]=1.[CH:23]1([NH2:26])[CH2:25][CH2:24]1. Product: [Cl:1][C:2]1[C:15]([C:16]2[CH:17]=[CH:18][CH:19]=[CH:20][CH:21]=2)=[C:14]([NH:26][CH:23]2[CH2:25][CH2:24]2)[N:5]2[N:6]=[C:7]3[C:12]([CH:11]=[C:10]([F:13])[CH:9]=[CH:8]3)=[C:4]2[N:3]=1. The catalyst class is: 3.